From a dataset of Reaction yield outcomes from USPTO patents with 853,638 reactions. Predict the reaction yield, written as a fraction of the theoretical maximum amount of product (1.0 means a 100% yield; for example, 0.34 means a 34% yield). (1) The reactants are O[CH2:2][CH:3]1[CH2:8][CH2:7][CH2:6][N:5]([C:9]([C:11]2[S:12][C:13]([C:16]3[C:20]([CH3:21])=[C:19]([C:22]([F:25])([F:24])[F:23])[O:18][N:17]=3)=[CH:14][CH:15]=2)=[O:10])[CH2:4]1.[CH2:26]([N:28](CC)[CH2:29]C)C.CS([Cl:37])(=O)=O.CNC. The catalyst is C(Cl)Cl.C(#N)C.C1COCC1. The product is [ClH:37].[CH3:26][N:28]([CH2:2][CH:3]1[CH2:8][CH2:7][CH2:6][N:5]([C:9]([C:11]2[S:12][C:13]([C:16]3[C:20]([CH3:21])=[C:19]([C:22]([F:25])([F:24])[F:23])[O:18][N:17]=3)=[CH:14][CH:15]=2)=[O:10])[CH2:4]1)[CH3:29]. The yield is 0.520. (2) The reactants are [N+:1]([CH2:4][CH3:5])([O-:3])=O.[C:6]1(=[O:11])C[CH2:9][CH:8]=[CH:7]1.[C:12]1(N=C=O)C=CC=CC=1. The catalyst is CCOCC.C(N(CC)CC)C. The product is [CH3:12][C:4]1[CH:5]2[C:6](=[O:11])[CH2:7][CH2:8][CH:9]2[O:3][N:1]=1. The yield is 0.700. (3) The reactants are [Si]([O:8][C@@H:9]1[CH2:17][C:16]2[C:11](=[CH:12][CH:13]=[CH:14][CH:15]=2)[C@@H:10]1[N:18]1[CH2:22][CH2:21][CH:20]([CH2:23][C:24]2[C:29]([Cl:30])=[CH:28][CH:27]=[CH:26][C:25]=2[Cl:31])[C:19]1=[O:32])(C(C)(C)C)(C)C.[F-].C([N+](CCCC)(CCCC)CCCC)CCC. The catalyst is O1CCCC1. The product is [Cl:31][C:25]1[CH:26]=[CH:27][CH:28]=[C:29]([Cl:30])[C:24]=1[CH2:23][CH:20]1[CH2:21][CH2:22][N:18]([C@H:10]2[C:11]3[C:16](=[CH:15][CH:14]=[CH:13][CH:12]=3)[CH2:17][C@H:9]2[OH:8])[C:19]1=[O:32]. The yield is 0.890. (4) The yield is 0.910. No catalyst specified. The reactants are Br[C:2]1[CH:3]=[C:4]([N:8]2[C:16]3[C:11](=[CH:12][CH:13]=[CH:14][CH:15]=3)[C:10]([C:17]([O:19][CH3:20])=[O:18])=[N:9]2)[CH:5]=[CH:6][CH:7]=1.[C:21]([C@@:23]1([OH:30])[CH2:27][CH2:26][N:25]([CH3:28])[C:24]1=[O:29])#[CH:22]. The product is [OH:30][C@:23]1([C:21]#[C:22][C:2]2[CH:3]=[C:4]([N:8]3[C:16]4[C:11](=[CH:12][CH:13]=[CH:14][CH:15]=4)[C:10]([C:17]([O:19][CH3:20])=[O:18])=[N:9]3)[CH:5]=[CH:6][CH:7]=2)[CH2:27][CH2:26][N:25]([CH3:28])[C:24]1=[O:29].